This data is from Catalyst prediction with 721,799 reactions and 888 catalyst types from USPTO. The task is: Predict which catalyst facilitates the given reaction. (1) Reactant: [C:1]([O:5][C:6]([N:8]1[CH2:13][CH2:12][CH:11]([O:14][C:15]2[CH:20]=[CH:19][C:18]([CH:21]=[O:22])=[C:17](OS(C(F)(F)F)(=O)=O)[CH:16]=2)[CH2:10][CH2:9]1)=[O:7])([CH3:4])([CH3:3])[CH3:2].[B:31]1([B:31]2[O:35][C:34]([CH3:37])([CH3:36])[C:33]([CH3:39])([CH3:38])[O:32]2)[O:35][C:34]([CH3:37])([CH3:36])[C:33]([CH3:39])([CH3:38])[O:32]1.C([O-])(=O)C.[K+]. Product: [C:1]([O:5][C:6]([N:8]1[CH2:9][CH2:10][CH:11]([O:14][C:15]2[CH:20]=[CH:19][C:18]([CH:21]=[O:22])=[C:17]([B:31]3[O:35][C:34]([CH3:37])([CH3:36])[C:33]([CH3:39])([CH3:38])[O:32]3)[CH:16]=2)[CH2:12][CH2:13]1)=[O:7])([CH3:3])([CH3:2])[CH3:4]. The catalyst class is: 75. (2) Reactant: C(OC([N:8]1[CH2:13][CH2:12][CH:11]([N:14]2[C:22](=[O:23])[C:21]3[C:16](=[CH:17][CH:18]=[CH:19][C:20]=3[C:24](=[O:26])[NH2:25])[CH:15]2C)[CH2:10][CH2:9]1)=O)(C)(C)C.O1CCOCC1. Product: [O:23]=[C:22]1[C:21]2[C:20]([C:24]([NH2:25])=[O:26])=[CH:19][CH:18]=[CH:17][C:16]=2[CH2:15][N:14]1[CH:11]1[CH2:10][CH2:9][NH:8][CH2:13][CH2:12]1. The catalyst class is: 33. (3) Reactant: [CH2:1]([O:3][C:4](=[O:37])[CH2:5][CH2:6][NH:7][CH2:8][CH:9]1[N:29](C(OC(C)(C)C)=O)[CH2:28][C:12]2[N:13]([CH2:20][C:21]3[CH:26]=[CH:25][C:24]([F:27])=[CH:23][CH:22]=3)[C:14]3[C:19]([C:11]=2[CH2:10]1)=[CH:18][CH:17]=[CH:16][CH:15]=3)[CH3:2].C(O)(C(F)(F)F)=O. Product: [F:27][C:24]1[CH:25]=[CH:26][C:21]([CH2:20][N:13]2[C:14]3[C:19](=[CH:18][CH:17]=[CH:16][CH:15]=3)[C:11]3[CH2:10][CH:9]([CH2:8][NH:7][CH2:6][CH2:5][C:4]([O:3][CH2:1][CH3:2])=[O:37])[NH:29][CH2:28][C:12]2=3)=[CH:22][CH:23]=1. The catalyst class is: 2. (4) Reactant: [I:1][C:2]1[C:10]2[C:5](=[N:6][CH:7]=[N:8][C:9]=2[NH2:11])[NH:4][N:3]=1.O[C@@H:13]1[CH2:18][CH2:17][CH2:16][N:15]([C:19]([O:21][C:22]([CH3:25])([CH3:24])[CH3:23])=[O:20])[CH2:14]1.C1(P(C2C=CC=CC=2)C2C=CC=CC=2)C=CC=CC=1.N(C(OCC)=O)=NC(OCC)=O. Product: [NH2:11][C:9]1[N:8]=[CH:7][N:6]=[C:5]2[N:4]([C@H:17]3[CH2:18][CH2:13][CH2:14][N:15]([C:19]([O:21][C:22]([CH3:25])([CH3:24])[CH3:23])=[O:20])[CH2:16]3)[N:3]=[C:2]([I:1])[C:10]=12. The catalyst class is: 7. (5) Reactant: [H-].[H-].[H-].[H-].[Li+].[Al+3].[O:7]1[CH2:12][CH2:11][CH:10]([CH2:13][C:14](OCC)=[O:15])[CH2:9][CH2:8]1. Product: [O:7]1[CH2:12][CH2:11][CH:10]([CH2:13][CH2:14][OH:15])[CH2:9][CH2:8]1. The catalyst class is: 7. (6) Reactant: [OH:1][C@H:2]1[CH2:6][CH2:5][N:4]([C:7]([O:9][C:10]([CH3:13])([CH3:12])[CH3:11])=[O:8])[CH2:3]1.C(N(CC)C(C)C)(C)C.[CH3:23][S:24](Cl)(=[O:26])=[O:25]. Product: [CH3:23][S:24]([O:1][C@H:2]1[CH2:6][CH2:5][N:4]([C:7]([O:9][C:10]([CH3:13])([CH3:12])[CH3:11])=[O:8])[CH2:3]1)(=[O:26])=[O:25]. The catalyst class is: 4.